This data is from Reaction yield outcomes from USPTO patents with 853,638 reactions. The task is: Predict the reaction yield, written as a fraction of the theoretical maximum amount of product (1.0 means a 100% yield; for example, 0.34 means a 34% yield). (1) The reactants are [Li+].[Cl:2][C:3]1[CH:8]=[CH:7][N:6]=[C:5]2[CH:9]=[C:10]([C:12]([O-])=[O:13])[S:11][C:4]=12.S(Cl)(Cl)=O.[BH4-].[Na+]. The catalyst is CN(C=O)C.C(Cl)(Cl)Cl. The product is [OH:13][CH2:12][C:10]1[S:11][C:4]2[C:5](=[N:6][CH:7]=[CH:8][C:3]=2[Cl:2])[CH:9]=1. The yield is 0.400. (2) The reactants are [CH3:1][N:2](C(=O)OCC[Si](C)(C)C)[O:3][CH2:4][C:5]1[N:6]([CH2:14][CH2:15][C:16]([OH:18])=[O:17])[C:7]2[C:12]([CH:13]=1)=[CH:11][CH:10]=[CH:9][CH:8]=2.[F-].[Cs+].CN(C)C=O. The catalyst is O. The product is [CH3:1][NH:2][O:3][CH2:4][C:5]1[N:6]([CH2:14][CH2:15][C:16]([OH:18])=[O:17])[C:7]2[C:12]([CH:13]=1)=[CH:11][CH:10]=[CH:9][CH:8]=2. The yield is 1.00. (3) The reactants are [CH3:1][C:2]1[CH:3]=[CH:4][CH:5]=[CH:6][C:7]=1[NH2:8].CCN(CC)CC.[CH3:16][C:17]([CH3:22])([CH3:21])[C:18](Cl)=[O:19]. The catalyst is C(Cl)Cl. The product is [CH3:16][C:17]([CH3:22])([CH3:21])[C:18]([NH:8][C:7]1[CH:6]=[CH:5][CH:4]=[CH:3][C:2]=1[CH3:1])=[O:19]. The yield is 0.920. (4) The reactants are [N:1]([O-:3])=O.[Na+].[NH2:5][C:6]1[N:11]([CH2:12][CH:13]([CH3:15])[CH3:14])[C:10](=[S:16])[N:9]([CH3:17])[C:8](=[O:18])[CH:7]=1.Cl. The catalyst is O.C(O)C. The product is [NH2:5][C:6]1[N:11]([CH2:12][CH:13]([CH3:15])[CH3:14])[C:10](=[S:16])[N:9]([CH3:17])[C:8](=[O:18])[C:7]=1[N:1]=[O:3]. The yield is 0.600. (5) The reactants are [C:1]([O:4][C:5](=[O:7])[CH3:6])(=O)[CH3:2].N1C=CC=CC=1.[Cl:14][C:15]1[C:20]([F:21])=[CH:19][CH:18]=[C:17]([Cl:22])[C:16]=1C(O)C. The catalyst is C(Cl)Cl. The product is [C:5]([O:4][CH:1]([C:16]1[C:17]([Cl:22])=[CH:18][CH:19]=[C:20]([F:21])[C:15]=1[Cl:14])[CH3:2])(=[O:7])[CH3:6]. The yield is 0.856. (6) The reactants are C([S:4][C@@H:5]1[CH2:22][CH2:21][C@@:20]2([CH3:23])[CH:7]([C:8](=[O:25])[CH2:9][C@@H:10]3[C@@H:19]2[CH2:18][CH2:17][C@@:15]2([CH3:16])[C@H:11]3[CH2:12][CH2:13][C:14]2=[O:24])[CH2:6]1)(=O)C.C([S-])CC.[Na+].Cl.O. The catalyst is CO. The product is [SH:4][C@@H:5]1[CH2:22][CH2:21][C@@:20]2([CH3:23])[CH:7]([C:8](=[O:25])[CH2:9][C@@H:10]3[C@@H:19]2[CH2:18][CH2:17][C@@:15]2([CH3:16])[C@H:11]3[CH2:12][CH2:13][C:14]2=[O:24])[CH2:6]1. The yield is 1.00. (7) The reactants are [CH3:1][N:2]([CH2:4][C:5]1[CH:10]=[CH:9][C:8]([CH:11]2[CH:20]([C:21]3[CH:26]=[CH:25][C:24]([CH3:27])=[CH:23][CH:22]=3)[C:19](=O)[C:18]3[C:17]([C:29](OCC)=O)=[CH:16][CH:15]=[CH:14][C:13]=3[NH:12]2)=[CH:7][CH:6]=1)[CH3:3].[OH2:34].[NH2:35][NH2:36]. The catalyst is CO. The product is [CH3:1][N:2]([CH2:4][C:5]1[CH:6]=[CH:7][C:8]([CH:11]2[NH:12][C:13]3[C:18]4[C:19](=[N:35][NH:36][C:29](=[O:34])[C:17]=4[CH:16]=[CH:15][CH:14]=3)[CH:20]2[C:21]2[CH:26]=[CH:25][C:24]([CH3:27])=[CH:23][CH:22]=2)=[CH:9][CH:10]=1)[CH3:3]. The yield is 0.110. (8) The reactants are [H-].[Na+].C1OCCOCCOCCOCCOC1.[F:18][C:19]1[C:20]([CH2:31][N:32]([CH3:40])[C:33](=[O:39])[O:34][C:35]([CH3:38])([CH3:37])[CH3:36])=[CH:21][NH:22][C:23]=1[C:24]1[C:25]([F:30])=[N:26][CH:27]=[CH:28][CH:29]=1.[C:41]([C:43]1[CH:48]=[CH:47][CH:46]=[CH:45][C:44]=1[S:49](Cl)(=[O:51])=[O:50])#[N:42]. The catalyst is O1CCCC1.O. The product is [C:41]([C:43]1[CH:48]=[CH:47][CH:46]=[CH:45][C:44]=1[S:49]([N:22]1[C:23]([C:24]2[C:25]([F:30])=[N:26][CH:27]=[CH:28][CH:29]=2)=[C:19]([F:18])[C:20]([CH2:31][N:32]([CH3:40])[C:33](=[O:39])[O:34][C:35]([CH3:36])([CH3:37])[CH3:38])=[CH:21]1)(=[O:51])=[O:50])#[N:42]. The yield is 0.980.